This data is from Peptide-MHC class I binding affinity with 185,985 pairs from IEDB/IMGT. The task is: Regression. Given a peptide amino acid sequence and an MHC pseudo amino acid sequence, predict their binding affinity value. This is MHC class I binding data. The peptide sequence is AMCLNTFVLK. The MHC is HLA-A11:01 with pseudo-sequence HLA-A11:01. The binding affinity (normalized) is 0.709.